Dataset: Forward reaction prediction with 1.9M reactions from USPTO patents (1976-2016). Task: Predict the product of the given reaction. (1) The product is: [OH:7][N:8]1[C:9](=[O:18])[C:10]2=[CH:17][CH:16]=[CH:15][CH:14]=[C:11]2[C:12]1=[O:13]. Given the reactants C1([O:7][N:8]2[C:12](=[O:13])[C:11]3=[CH:14][CH:15]=[CH:16][CH:17]=[C:10]3[C:9]2=[O:18])CCCCC1.[Na].C(O)(=O)C1C(=CC=CC=1)C(O)=O.Cl.C1(=O)OC(=O)C2=CC=CC=C12, predict the reaction product. (2) Given the reactants CO[C:3]1[CH:4]=[C:5]2[C:10](=[CH:11][CH:12]=1)[CH:9]=[N:8][C:7]([C:13]([OH:15])=[O:14])=[CH:6]2.N1C=CN=C1N[C:22](C1C2NC(N)=NC=2C=CC=1)=[O:23].[CH3:34]N(C(ON1N=NC2C=CC=CC1=2)=[N+](C)C)C.F[P-](F)(F)(F)(F)F.CCN(C(C)C)C(C)C, predict the reaction product. The product is: [CH3:34][O:15][C:13]([C:7]1[N:8]=[CH:9][C:10]2[C:5]([CH:6]=1)=[CH:4][CH:3]=[CH:12][C:11]=2[O:23][CH3:22])=[O:14]. (3) The product is: [F:20][C:21]1[CH:22]=[C:23]([CH2:28][C:29]([NH:31][C@H:32]([C:37]([OH:39])=[O:38])[CH2:33][CH2:34][S:35][CH3:36])=[O:30])[CH:24]=[C:25]([F:27])[CH:26]=1. Given the reactants FC1C=C(CC(N[C@H](C(O)=O)C(C)C)=O)C=C(F)C=1.[F:20][C:21]1[CH:22]=[C:23]([CH2:28][C:29]([NH:31][C@H:32]([C:37]([O:39]C)=[O:38])[CH2:33][CH2:34][S:35][CH3:36])=[O:30])[CH:24]=[C:25]([F:27])[CH:26]=1, predict the reaction product. (4) Given the reactants [F:1][C:2]1[CH:7]=[C:6]([OH:8])[CH:5]=[CH:4][C:3]=1[C:9]1[S:10][C:11]2[CH2:12][N:13]([C:18](=[O:20])[CH3:19])[CH2:14][CH2:15][C:16]=2[N:17]=1.C1OCCOCCOCCOCCOC1.[H-].[Na+].[N:38]1([CH:44]2[CH2:47][CH:46](OS(C3C=CC(Br)=CC=3)(=O)=O)[CH2:45]2)[CH2:43][CH2:42][CH2:41][CH2:40][CH2:39]1, predict the reaction product. The product is: [C:18]([N:13]1[CH2:14][CH2:15][C:16]2[N:17]=[C:9]([C:3]3[CH:4]=[CH:5][C:6]([O:8][C@H:46]4[CH2:47][C@H:44]([N:38]5[CH2:43][CH2:42][CH2:41][CH2:40][CH2:39]5)[CH2:45]4)=[CH:7][C:2]=3[F:1])[S:10][C:11]=2[CH2:12]1)(=[O:20])[CH3:19]. (5) Given the reactants [CH3:1][O:2][C:3]1[CH:12]=[C:11]2[C:6]([CH:7]=[CH:8][CH:9]=[C:10]2[CH2:13][CH2:14][NH2:15])=[CH:5][CH:4]=1.[C:16](OC(=O)C)(=[O:18])[CH3:17], predict the reaction product. The product is: [CH3:17][C:16]([NH:15][CH2:14][CH2:13][C:10]1[C:11]2[CH:12]=[C:3]([O:2][CH3:1])[CH:4]=[CH:5][C:6]=2[CH:7]=[CH:8][CH:9]=1)=[O:18]. (6) Given the reactants [CH3:1][Sn:2]([CH3:8])([CH3:7])[Sn:2]([CH3:8])([CH3:7])[CH3:1].Br[C:10]1[CH:11]=[C:12]2[C:16](=[CH:17][CH:18]=1)[N:15]([CH:19]1[CH2:24][CH2:23][CH2:22][CH2:21][O:20]1)[N:14]=[C:13]2[C:25]1[N:30]=[C:29]([O:31][C@H:32]2[CH2:39][N:38]([C:40]([O:42][C:43]([CH3:46])([CH3:45])[CH3:44])=[O:41])[CH2:37][CH2:36][C:33]32[CH2:35][CH2:34]3)[CH:28]=[N:27][CH:26]=1, predict the reaction product. The product is: [O:20]1[CH2:21][CH2:22][CH2:23][CH2:24][CH:19]1[N:15]1[C:16]2[C:12](=[CH:11][C:10]([Sn:2]([CH3:8])([CH3:7])[CH3:1])=[CH:18][CH:17]=2)[C:13]([C:25]2[N:30]=[C:29]([O:31][C@H:32]3[CH2:39][N:38]([C:40]([O:42][C:43]([CH3:45])([CH3:44])[CH3:46])=[O:41])[CH2:37][CH2:36][C:33]43[CH2:35][CH2:34]4)[CH:28]=[N:27][CH:26]=2)=[N:14]1.